Dataset: Tox21: 12 toxicity assays (nuclear receptors and stress response pathways). Task: Binary classification across 12 toxicity assays. (1) The molecule is C[C@]12CC[C@@H]3c4ccc(OC(=O)c5ccccc5)cc4CC[C@H]3[C@@H]1CC[C@@H]2O. It tested positive (active) for: NR-AR (Androgen Receptor agonist activity), NR-AR-LBD (Androgen Receptor Ligand Binding Domain agonist), NR-ER (Estrogen Receptor agonist activity), and NR-ER-LBD (Estrogen Receptor Ligand Binding Domain agonist). (2) The compound is COc1ccc2[nH]c(S(=O)Cc3ncc(C)c(OC)c3C)nc2n1. It tested positive (active) for: NR-AhR (Aryl hydrocarbon Receptor agonist activity), and SR-ARE (Antioxidant Response Element (oxidative stress)). (3) The molecule is CC1CCCC1. It tested positive (active) for: SR-ARE (Antioxidant Response Element (oxidative stress)). (4) The drug is Clc1ccccc1CN1CCc2sccc2C1. It tested positive (active) for: NR-ER (Estrogen Receptor agonist activity), and NR-ER-LBD (Estrogen Receptor Ligand Binding Domain agonist). (5) The molecule is C[C@@H](O)[C@H]1C(=O)N2C(C(=O)[O-])=C(SC3Cn4cnc[n+]4C3)[C@H](C)[C@H]12. It tested positive (active) for: NR-AR-LBD (Androgen Receptor Ligand Binding Domain agonist). (6) It tested positive (active) for: NR-AhR (Aryl hydrocarbon Receptor agonist activity), and SR-p53 (p53 tumor suppressor activation). The compound is COc1ccc(-c2nc3cc(C4=NNC(=O)CC4C)ccc3[nH]2)cc1.